The task is: Predict the reactants needed to synthesize the given product.. This data is from Full USPTO retrosynthesis dataset with 1.9M reactions from patents (1976-2016). (1) Given the product [NH2:8][CH:9]1[C:18]2[C:13](=[CH:14][CH:15]=[C:16]([NH:19][C:20]([C:22]3[C:31](=[O:32])[C:30]4[C:25](=[CH:26][CH:27]=[CH:28][CH:29]=4)[NH:24][CH:23]=3)=[O:21])[CH:17]=2)[CH2:12][CH2:11][CH2:10]1, predict the reactants needed to synthesize it. The reactants are: C(OC([NH:8][CH:9]1[C:18]2[C:13](=[CH:14][CH:15]=[C:16]([NH:19][C:20]([C:22]3[C:31](=[O:32])[C:30]4[C:25](=[CH:26][CH:27]=[CH:28][CH:29]=4)[NH:24][CH:23]=3)=[O:21])[CH:17]=2)[CH2:12][CH2:11][CH2:10]1)=O)(C)(C)C.C(O)(C(F)(F)F)=O. (2) Given the product [Br:19][C:20]1[CH:28]=[C:24]([C:25]([N:4]=[S:2]([C:5]2[CH:6]=[CH:7][C:8]([NH:11][C:12](=[O:18])[O:13][C:14]([CH3:15])([CH3:17])[CH3:16])=[CH:9][CH:10]=2)([CH3:1])=[O:3])=[O:26])[CH:23]=[N:22][CH:21]=1, predict the reactants needed to synthesize it. The reactants are: [CH3:1][S:2]([C:5]1[CH:10]=[CH:9][C:8]([NH:11][C:12](=[O:18])[O:13][C:14]([CH3:17])([CH3:16])[CH3:15])=[CH:7][CH:6]=1)(=[NH:4])=[O:3].[Br:19][C:20]1[CH:21]=[N:22][CH:23]=[C:24]([CH:28]=1)[C:25](O)=[O:26]. (3) Given the product [C:1]([C:3]1[CH:4]=[C:5]2[C:9](=[CH:10][CH:11]=1)[N:8]([S:12]([C:15]1[CH:16]=[CH:17][C:18]([O:21][CH3:22])=[CH:19][CH:20]=1)(=[O:13])=[O:14])[C:7](=[O:23])[C@@:6]2([NH:33][C:34]([CH:36]1[CH2:37][C:38]2([CH2:39][NH:40][CH2:41]2)[CH2:49]1)=[O:35])[C:24]1[C:25]([O:30][CH2:31][CH3:32])=[N:26][CH:27]=[CH:28][CH:29]=1)#[N:2], predict the reactants needed to synthesize it. The reactants are: [C:1]([C:3]1[CH:4]=[C:5]2[C:9](=[CH:10][CH:11]=1)[N:8]([S:12]([C:15]1[CH:20]=[CH:19][C:18]([O:21][CH3:22])=[CH:17][CH:16]=1)(=[O:14])=[O:13])[C:7](=[O:23])[C@@:6]2([NH:33][C:34]([CH:36]1[CH2:49][C:38]2([CH2:41][N:40](C(OC(C)(C)C)=O)[CH2:39]2)[CH2:37]1)=[O:35])[C:24]1[C:25]([O:30][CH2:31][CH3:32])=[N:26][CH:27]=[CH:28][CH:29]=1)#[N:2].C(O)(C(F)(F)F)=O.CO.C(Cl)Cl. (4) Given the product [CH3:21][C:20]1[N:10]([C:5]2[CH:6]=[CH:7][CH:8]=[CH:9][C:4]=2[OH:3])[N:11]=[C:18]([C:17]([F:25])([F:24])[F:16])[CH:19]=1, predict the reactants needed to synthesize it. The reactants are: Cl.C[O:3][C:4]1[CH:9]=[CH:8][CH:7]=[CH:6][C:5]=1[NH:10][NH2:11].C(O)(=O)C.[F:16][C:17]([F:25])([F:24])[C:18](=O)[CH2:19][C:20](=O)[CH3:21]. (5) Given the product [F:31][C:29]1[CH:28]=[CH:27][C:26]([O:32][CH3:33])=[C:25]([C:24]2[CH:23]=[CH:22][N:21]=[C:20]3[NH:34][C:17]([CH:13]4[CH2:14][CH2:15][CH2:16][N:11]([CH2:10][CH2:9][OH:8])[CH2:12]4)=[CH:18][C:19]=23)[CH:30]=1, predict the reactants needed to synthesize it. The reactants are: [Si]([O:8][CH2:9][CH2:10][N:11]1[CH2:16][CH2:15][CH2:14][CH:13]([C:17]2[NH:34][C:20]3=[N:21][CH:22]=[CH:23][C:24]([C:25]4[CH:30]=[C:29]([F:31])[CH:28]=[CH:27][C:26]=4[O:32][CH3:33])=[C:19]3[CH:18]=2)[CH2:12]1)(C(C)(C)C)(C)C.CO.Cl.